Dataset: Full USPTO retrosynthesis dataset with 1.9M reactions from patents (1976-2016). Task: Predict the reactants needed to synthesize the given product. (1) Given the product [CH3:39][O:38][C:36](=[O:37])[C:35]1[CH:34]=[CH:33][C:32]([O:8][C:5]2[CH:6]=[CH:7][C:2]([Cl:1])=[C:3]([CH:9]([CH3:28])[C:10]([OH:15])([C:16]3[CH:17]=[CH:18][C:19]4[O:24][CH2:23][C:22](=[O:25])[N:21]([CH3:26])[C:20]=4[CH:27]=3)[C:11]([F:12])([F:13])[F:14])[CH:4]=2)=[CH:31][C:30]=1[Cl:29], predict the reactants needed to synthesize it. The reactants are: [Cl:1][C:2]1[CH:7]=[CH:6][C:5]([OH:8])=[CH:4][C:3]=1[CH:9]([CH3:28])[C:10]([C:16]1[CH:17]=[CH:18][C:19]2[O:24][CH2:23][C:22](=[O:25])[N:21]([CH3:26])[C:20]=2[CH:27]=1)([OH:15])[C:11]([F:14])([F:13])[F:12].[Cl:29][C:30]1[CH:31]=[C:32](B(O)O)[CH:33]=[CH:34][C:35]=1[C:36]([O:38][CH3:39])=[O:37]. (2) Given the product [Cl:25][C:17]1[C:8]([C:5]2[CH:6]=[CH:7][C:2]([F:1])=[CH:3][CH:4]=2)=[N:9][C:10]2[C:15]([N:16]=1)=[CH:14][C:13]([C:19]([O:21][CH3:22])=[O:20])=[CH:12][CH:11]=2, predict the reactants needed to synthesize it. The reactants are: [F:1][C:2]1[CH:7]=[CH:6][C:5]([CH:8]2[C:17](=O)[NH:16][C:15]3[C:10](=[CH:11][CH:12]=[C:13]([C:19]([O:21][CH3:22])=[O:20])[CH:14]=3)[NH:9]2)=[CH:4][CH:3]=1.O=P(Cl)(Cl)[Cl:25].CN(C)C1C=CC=CC=1. (3) Given the product [C:1]([O:5][C:6]([N:8]1[CH2:20][C@@H:19]([CH3:21])[N:18]2[C@H:10]([CH2:11][C:12]3[C:17]2=[N:16][C:15]([CH2:22][O:23][CH2:26][CH3:27])=[CH:14][CH:13]=3)[CH2:9]1)=[O:7])([CH3:2])([CH3:4])[CH3:3], predict the reactants needed to synthesize it. The reactants are: [C:1]([O:5][C:6]([N:8]1[CH2:20][C@@H:19]([CH3:21])[N:18]2[C@H:10]([CH2:11][C:12]3[C:17]2=[N:16][C:15]([CH2:22][OH:23])=[CH:14][CH:13]=3)[CH2:9]1)=[O:7])([CH3:4])([CH3:3])[CH3:2].[H-].[Na+].[CH2:26](Br)[CH3:27]. (4) Given the product [CH2:1]([NH:3][C:4]([NH:5][C:6]1[N:11]=[CH:10][C:9]([C:12]2[CH:13]=[C:14]3[C:19](=[CH:20][CH:21]=2)[N:18]([C@H:22]([CH2:23][OH:24])[C:25]([CH3:28])([CH3:27])[CH3:26])[CH:17]=[C:16]([C:29]([OH:31])=[O:30])[C:15]3=[O:34])=[C:8]([C:35]2[S:36][CH:37]=[C:38]([C:40]([F:41])([F:43])[F:42])[N:39]=2)[CH:7]=1)=[O:44])[CH3:2], predict the reactants needed to synthesize it. The reactants are: [CH2:1]([NH:3][C:4](=[O:44])[NH:5][C:6]1[N:11]=[CH:10][C:9]([C:12]2[CH:13]=[C:14]3[C:19](=[CH:20][CH:21]=2)[N:18]([C@@H:22]([C:25]([CH3:28])([CH3:27])[CH3:26])[CH2:23][OH:24])[CH:17]=[C:16]([C:29]([O:31]CC)=[O:30])[C:15]3=[O:34])=[C:8]([C:35]2[S:36][CH:37]=[C:38]([C:40]([F:43])([F:42])[F:41])[N:39]=2)[CH:7]=1)[CH3:2].[OH-].[Li+].Cl. (5) Given the product [OH:18][C:16]1[CH:15]=[C:10]([CH:9]=[C:8]([O:7][C@H:4]2[CH2:5][CH2:6][N:2]([CH3:1])[C:3]2=[O:26])[CH:17]=1)[C:11]([O:13][CH3:14])=[O:12], predict the reactants needed to synthesize it. The reactants are: [CH3:1][N:2]1[CH2:6][CH2:5][C@H:4]([O:7][C:8]2[CH:9]=[C:10]([CH:15]=[C:16]([O:18]CC3C=CC=CC=3)[CH:17]=2)[C:11]([O:13][CH3:14])=[O:12])[C:3]1=[O:26]. (6) The reactants are: [CH2:1]([O:8][CH2:9][C:10](=O)[CH2:11][C:12]([O:14]C)=[O:13])[C:2]1[CH:7]=[CH:6][CH:5]=[CH:4][CH:3]=1.[N:17]([C:20]1[CH:25]=[CH:24][CH:23]=[CH:22][CH:21]=1)=[N+:18]=[N-:19].C[O-].[Na+].[OH-].[Na+]. Given the product [CH2:1]([O:8][CH2:9][C:10]1[N:17]([C:20]2[CH:25]=[CH:24][CH:23]=[CH:22][CH:21]=2)[N:18]=[N:19][C:11]=1[C:12]([OH:14])=[O:13])[C:2]1[CH:3]=[CH:4][CH:5]=[CH:6][CH:7]=1, predict the reactants needed to synthesize it. (7) Given the product [F:21][C:18]1[CH:17]=[CH:16][C:15]([C:13]2[O:14][C:10]3[CH:9]=[C:8]([N+:35]([O-:37])=[O:36])[C:7]([C:49]4[CH:50]=[CH:51][C:42]([O:41][CH3:40])=[C:43]([CH:48]=4)[C:44]([O:46][CH3:47])=[O:45])=[CH:34][C:11]=3[C:12]=2[C:22]2[NH:26][CH:25]=[CH:24][N:23]=2)=[CH:20][CH:19]=1, predict the reactants needed to synthesize it. The reactants are: FC(F)(F)S(O[C:7]1[C:8]([N+:35]([O-:37])=[O:36])=[CH:9][C:10]2[O:14][C:13]([C:15]3[CH:20]=[CH:19][C:18]([F:21])=[CH:17][CH:16]=3)=[C:12]([C:22]3[N:23](S(C(F)(F)F)(=O)=O)[CH:24]=[CH:25][N:26]=3)[C:11]=2[CH:34]=1)(=O)=O.[CH3:40][O:41][C:42]1[CH:51]=[CH:50][C:49](B2OC(C)(C)C(C)(C)O2)=[CH:48][C:43]=1[C:44]([O:46][CH3:47])=[O:45].P([O-])([O-])([O-])=O.O. (8) Given the product [CH3:14][O:15][C:16]([C:17]1([CH3:20])[CH2:18][S:19][C:5]([C:6]2[CH:7]=[CH:8][C:9]([F:12])=[CH:10][CH:11]=2)=[N:13]1)=[O:22], predict the reactants needed to synthesize it. The reactants are: Cl.C(O[C:5](=[NH:13])[C:6]1[CH:11]=[CH:10][C:9]([F:12])=[CH:8][CH:7]=1)C.[CH3:14][O:15][C:16](=[O:22])[C:17](N)([CH3:20])[CH2:18][SH:19].C(N(CC)CC)C.O.